From a dataset of Drug-target binding data from BindingDB using Ki measurements. Regression. Given a target protein amino acid sequence and a drug SMILES string, predict the binding affinity score between them. We predict pKi (pKi = -log10(Ki in M); higher means stronger inhibition). Dataset: bindingdb_ki. (1) The small molecule is O=C(O)CNC(=O)C(=O)O. The target protein (P54001) has sequence MIWGVLMMGILLPQCSAHPGFFTSIGQMTDLIHNEKDLVTSLKDYIKAEEDKLEQIKKWAEKLDRLTSTATKDPEGFVGHPVNAFKLMKRLNTEWSELENLILKDMSDGFISNLTIQRQYFPNDEDQVGAAKALFRLQDTYNLDTNTISKGNLPGVKHKSFLTAEDCFELGKVAYTEADYYHTELWMEQALMQLEEGEMSTVDKVSVLDYLSYAVYQQGDLDKALLLTKKLLELDPEHQRANGNLVYFEYIMSKEKDANKSASGDQSDQKTTPKKKGIAVDYLPERQKYEMLCRGEGIKMTPRRQKRLFCRYHDGNRNPKFILAPAKQEDEWDKPRIIRFHDIISDAEIEIVKDLAKPRLSRATVHDPETGKLTTAQYRVSKSAWLSGYEDPVVSRINMRIQDLTGLDVSTAEELQVANYGVGGQYEPHFDFARKDEPDAFRELGTGNRIATWLFYMSDVSAGGATVFPEVGASVWPKKGTAVFWYNLFASGEGDYSTRH.... The pKi is 6.3. (2) The drug is CC[C@H](C)[C@@H](C(=O)N[C@H]1CCc2cccc3c2N(C1=O)[C@H](C(=O)NCc1cc(=O)[nH]o1)C3)N(C)C(C)=O. The target protein (P10144) has sequence MQPILLLLAFLLLPRADAGEIIGGHEAKPHSRPYMAYLMIWDQKSLKRCGGFLIRDDFVLTAAHCWGSSINVTLGAHNIKEQEPTQQFIPVKRPIPHPAYNPKNFSNDIMLLQLERKAKRTRAVQPLRLPSNKAQVKPGQTCSVAGWGQTAPLGKHSHTLQEVKMTVQEDRKCESDLRHYYDSTIELCVGDPEIKKTSFKGDSGGPLVCNKVAQGIVSYGRNNGMPPRACTKVSSFVHWIKKTMKRY. The pKi is 6.4. (3) The small molecule is CC(=O)N[C@H]1CN(CCCCCCNS(=O)(=O)c2cccc3c(N(C)C)cccc23)[C@H](CO)[C@@H](O)[C@@H]1O. The target protein sequence is MDLPRPELALVPRPRRLSARSGRFRLDRTTRLRVTPGAGPAAVLLRTLLAPATGLPLDSAADGAFVLALDPALTGLGDEGYGLTVSPQGVLLRAARPAGLLRGVQTVRQLLPYEALSGQPVRGVPWELPAVEITDVPRHAWRGSMLDVARHFQPVSYLQRYVDLLALHKLNVFHLHLTDDQGWRMPVAAHPRLTEVGGRRAESMVGPAGSDRFDGVPHGGSYTRAELRGLVAYAAERGVSVLPETGVPGHVRAALAAYPELGTDPARRLDVWTHWGVCENVLGTGENVLDFFRTVLDEVMDVFPSPYVHIGGDEVPTTEWELSPAARARAAREGLAGPRALHPWFIARLAEHLVRAGRRPVVWAESGVALPLDCTVMSWRDPAHARAAALRGHQVVHADHRATYFDYPRGAGPGEPPAQPGVVVDLRAVHEVDLAPPTPQAASRVLGAQGQLWTEFVRTPEHIEYLTFPRLCALAERVWDGTSGWRDFTARLAGHRARLD.... The pKi is 5.7. (4) The target protein (P00366) has sequence MYRYLGEALLLSRAGPAALGSASADSAALLGWARGQPAAAPQPGLVPPARRHYSEAAADREDDPNFFKMVEGFFDRGASIVEDKLVEDLKTRETEEQKRNRVRSILRIIKPCNHVLSLSFPIRRDDGSWEVIEGYRAQHSQHRTPCKGGIRYSTDVSVDEVKALASLMTYKCAVVDVPFGGAKAGVKINPKNYTDNELEKITRRFTMELAKKGFIGPGVDVPAPDMSTGEREMSWIADTYASTIGHYDINAHACVTGKPISQGGIHGRISATGRGVFHGIENFINEASYMSILGMTPGFGDKTFVVQGFGNVGLHSMRYLHRFGAKCITVGESDGSIWNPDGIDPKELEDFKLQHGTILGFPKAKIYEGSILEVDCDILIPAASEKQLTKSNAPRVKAKIIAEGANGPTTPEADKIFLERNIMVIPDLYLNAGGVTVSYFEWLNNLNHVSYGRLTFKYERDSNYHLLMSVQESLERKFGKHGGTIPIVPTAEFQDRISGA.... The pKi is 5.3. The drug is NC(=O)c1csc([C@H]2O[C@@H](COP(=O)(O)OP(=O)(O)OC[C@H]3O[C@@H](n4cnc5c(N)ncnc54)[C@H](O)[C@@H]3O)[C@H](O)[C@@H]2O)n1. (5) The drug is Cc1ccc(C(=O)Nc2ccc(S(=O)(=O)O)c3cc(S(=O)(=O)O)cc(S(=O)(=O)O)c23)cc1NC(=O)c1cccc(NC(=O)Nc2cccc(C(=O)Nc3cc(C(=O)Nc4ccc(S(=O)(=O)O)c5cc(S(=O)(=O)O)cc(S(=O)(=O)O)c45)ccc3C)c2)c1. The target protein (Q5MY95) has sequence MGLSRKEQVFLALLGASGVSGLTALILLLVEATSVLLPTDIKFGIVFDAGSSHTSLFLYQWLANKENGTGVVSQALACQVEGPGISSYTSNAAQAGESLQGCLEEALVLIPEAQHRKTPTFLGATAGMRLLSRKNSSQARDIFAAVTQVLGRSPVDFWGAELLAGQAEGAFGWITVNYGLGTLVKYSFTGEWIQPPEEMLVGALDMGGASTQITFVPGGPILDKSTQADFRLYGSDYSVYTHSYLCFGRDQMLSRLLVGLVQSRPAALLRHPCYLSGYQTTLALGPLYESPCVHATPPLSLPQNLTVEGTGNPGACVSAIRELFNFSSCQGQEDCAFDGVYQPPLRGQFYAFSNFYYTFHFLNLTSRQPLSTVNATIWEFCQRPWKLVEASYPGQDRWLRDYCASGLYILTLLHEGYGFSEETWPSLEFRKQAGGVDIGWTLGYMLNLTGMIPADAPAQWRAESYGVWVAKVVFMVLALVAVVGAALVQLFWLQD. The pKi is 4.0. (6) The pKi is 7.0. The compound is CC[C@H](C)[C@H](NC(=O)[C@H](CCCNC(=N)N)NC(=O)[C@H](CCCNC(=N)N)NC(=O)[C@H](CC(C)C)NC(=O)[C@H](Cc1ccccc1)NC(=O)CNC(=O)CNC(=O)[C@@H](N)Cc1ccc(O)cc1)C(=O)N[C@@H](CCCNC(=N)N)C(=O)N1CCC[C@H]1C(=O)N[C@@H](CCCCN)C(=O)N[C@@H](CC(C)C)C(=O)N[C@@H](CCCCN)C(=O)O. The target protein sequence is MDSPIQIFRGEPGPTCAPSACLPPNSSAWFPGWAEPDSNGSAGSEDAQLEPAHISPAIPVIITAVYSVVFVVGLVGNSLVMFVIIRYTKMKTATNIYIFNLALADALVTTTMPFQSTVYLMNSWPFGDVLCKIVISIDYYNMFTSIFTLTMMSVDRYIAVCHPVKALDFRTPLKAKIINICIWLLSSSVGISAIVLGGTKVREDVDVIECSLQFPDDDYSWWDLFMKICVFIFAFVIPVLIIIVCYTLMILRLKSVRLLSGSREKDRNLRRITRLVLVVVAVFVVCWTPIAIFILVEALGSTSHSTAALSSYYFCIALGYTNSSLNPILYAFLDENFKRCFRDFCFPLKMRMERQSTSRVRNTVQDPAYLRDIDGMNKPV. (7) The pKi is 5.6. The drug is O=C1O[C@H](CBr)[C@H]1Cc1ccccc1. The target protein sequence is MAFLWLLSCWALLGTTFGCGVPAIHPVLSGLSRIVNGEDAVPGSWPWQVSLQDKTGFHFCGGSLISEDWVVTAAHCGVRTSDVVVAGEFDQGSDEENIQVLKIAKVFKNPKFSILTVNNDITLLKLATPARFSQTVSAVCLPSADDDFPAGTLCATTGWGKTKYNANKTPDKLQQAALPLLSNAECKKSWGRRITDVMICAGASGVSSCMGDSGGPLVCQKDGAWTLVGIVSWGSDTCSTSSPGVYARVTKLIPWVQKILAAN.